This data is from Catalyst prediction with 721,799 reactions and 888 catalyst types from USPTO. The task is: Predict which catalyst facilitates the given reaction. (1) Reactant: [N:1]1[CH:6]=[CH:5][CH:4]=[N:3][C:2]=1[CH2:7][CH2:8][CH2:9][C:10](=[O:33])[CH2:11][S:12]([N:15]1[CH2:20][CH2:19][N:18]([C:21]2[N:26]=[CH:25][C:24]([O:27][CH2:28][C:29]([F:32])([F:31])[F:30])=[CH:23][N:22]=2)[CH2:17][CH2:16]1)(=[O:14])=[O:13].[BH4-].[Na+]. Product: [N:1]1[CH:6]=[CH:5][CH:4]=[N:3][C:2]=1[CH2:7][CH2:8][CH2:9][CH:10]([OH:33])[CH2:11][S:12]([N:15]1[CH2:20][CH2:19][N:18]([C:21]2[N:22]=[CH:23][C:24]([O:27][CH2:28][C:29]([F:30])([F:32])[F:31])=[CH:25][N:26]=2)[CH2:17][CH2:16]1)(=[O:13])=[O:14]. The catalyst class is: 61. (2) Reactant: C([N:8]1[CH2:13][CH2:12][C:11]2([C:17]3[CH:18]=[CH:19][CH:20]=[CH:21][C:16]=3[CH2:15][O:14]2)[CH2:10][CH2:9]1)C1C=CC=CC=1. Product: [NH:8]1[CH2:13][CH2:12][C:11]2([C:17]3[CH:18]=[CH:19][CH:20]=[CH:21][C:16]=3[CH2:15][O:14]2)[CH2:10][CH2:9]1. The catalyst class is: 592. (3) Reactant: [N:1]1([C:7]2[C:12]([C:13]#[N:14])=[CH:11][CH:10]=[CH:9][N:8]=2)[CH2:6][CH2:5][NH:4][CH2:3][CH2:2]1.C(N(CC)C(C)C)(C)C.Cl[CH2:25][C:26]([NH:28][C:29]1[CH:34]=[CH:33][CH:32]=[C:31]([N+:35]([O-:37])=[O:36])[CH:30]=1)=[O:27]. Product: [C:13]([C:12]1[C:7]([N:1]2[CH2:2][CH2:3][N:4]([CH2:25][C:26]([NH:28][C:29]3[CH:34]=[CH:33][CH:32]=[C:31]([N+:35]([O-:37])=[O:36])[CH:30]=3)=[O:27])[CH2:5][CH2:6]2)=[N:8][CH:9]=[CH:10][CH:11]=1)#[N:14]. The catalyst class is: 11. (4) Reactant: [NH2:1][C:2]1[CH:10]=[CH:9][CH:8]=[C:7]([O:11][CH3:12])[C:3]=1[C:4]([OH:6])=O.[CH2:13]([NH2:20])[C:14]1[CH:19]=[CH:18][CH:17]=[CH:16][CH:15]=1.C(N(C(C)C)CC)(C)C.[Cl-].ClC1N(C)CC[NH+]1C. Product: [NH2:1][C:2]1[CH:10]=[CH:9][CH:8]=[C:7]([O:11][CH3:12])[C:3]=1[C:4]([NH:20][CH2:13][C:14]1[CH:19]=[CH:18][CH:17]=[CH:16][CH:15]=1)=[O:6]. The catalyst class is: 46. (5) Reactant: Cl.[C:2]([CH:5]1[CH2:10][CH2:9][N:8]([C:11]2[N:16]=[CH:15][N:14]=[C:13]3[N:17]([CH2:20][C:21]4[CH:26]=[CH:25][CH:24]=[C:23]([O:27][CH2:28][CH3:29])[CH:22]=4)[N:18]=[CH:19][C:12]=23)[CH2:7][CH2:6]1)([OH:4])=O.[N:30]1([CH:36]2[CH2:41][CH2:40][NH:39][CH2:38][CH2:37]2)[CH2:35][CH2:34][CH2:33][CH2:32][CH2:31]1.ON1C2C=CC=CC=2N=N1.Cl.C(N=C=NCCCN(C)C)C.C(=O)([O-])O.[Na+]. Product: [CH2:28]([O:27][C:23]1[CH:22]=[C:21]([CH:26]=[CH:25][CH:24]=1)[CH2:20][N:17]1[C:13]2=[N:14][CH:15]=[N:16][C:11]([N:8]3[CH2:7][CH2:6][CH:5]([C:2]([N:39]4[CH2:40][CH2:41][CH:36]([N:30]5[CH2:35][CH2:34][CH2:33][CH2:32][CH2:31]5)[CH2:37][CH2:38]4)=[O:4])[CH2:10][CH2:9]3)=[C:12]2[CH:19]=[N:18]1)[CH3:29]. The catalyst class is: 542.